This data is from Full USPTO retrosynthesis dataset with 1.9M reactions from patents (1976-2016). The task is: Predict the reactants needed to synthesize the given product. (1) The reactants are: [C:1]1(=[O:11])[NH:5][C:4](=[O:6])[C:3]2=[CH:7][CH:8]=[CH:9][CH:10]=[C:2]12.C1(P(C2C=CC=CC=2)C2C=CC=CC=2)C=CC=CC=1.N(C(OC(C)C)=O)=NC(OC(C)C)=O.[CH3:45][C:46]1([CH3:61])[CH2:48][CH:47]1[CH:49](O)[C@@H:50]([NH:52][C:53](=[O:59])[O:54][C:55]([CH3:58])([CH3:57])[CH3:56])[CH3:51]. Given the product [CH3:61][C:46]1([CH3:45])[CH2:48][CH:47]1[CH:49]([N:5]1[C:1](=[O:11])[C:2]2[C:3](=[CH:7][CH:8]=[CH:9][CH:10]=2)[C:4]1=[O:6])[C@@H:50]([NH:52][C:53](=[O:59])[O:54][C:55]([CH3:58])([CH3:57])[CH3:56])[CH3:51], predict the reactants needed to synthesize it. (2) Given the product [OH:2][C:3]1[C:8]2[NH:9][C:10]([CH2:12][C:13]3[S:14][CH:15]=[CH:16][CH:17]=3)=[N:11][C:7]=2[C:6]([C:18]([OH:20])=[O:19])=[CH:5][CH:4]=1, predict the reactants needed to synthesize it. The reactants are: C[O:2][C:3]1[C:8]2[NH:9][C:10]([CH2:12][C:13]3[S:14][CH:15]=[CH:16][CH:17]=3)=[N:11][C:7]=2[C:6]([C:18]([O:20]C)=[O:19])=[CH:5][CH:4]=1.B(Br)(Br)Br. (3) Given the product [ClH:22].[N+:19]([C:15]1[CH:14]=[C:13]([CH:18]=[CH:17][CH:16]=1)[CH2:12][C@@H:9]1[CH2:10][S:7][C:6]([NH2:5])=[N:8]1)([O-:21])=[O:20], predict the reactants needed to synthesize it. The reactants are: C([NH:5][C:6]([NH:8][C@H:9]([CH2:12][C:13]1[CH:18]=[CH:17][CH:16]=[C:15]([N+:19]([O-:21])=[O:20])[CH:14]=1)[CH2:10]O)=[S:7])(C)(C)C.[ClH:22]. (4) Given the product [F:15][C:16]1[CH:17]=[C:18]([C:19]([N:6]2[CH:7]([C:27]3[C:28]4[C:33](=[CH:32][CH:31]=[CH:30][CH:29]=4)[NH:25][CH:26]=3)[C:8]3[C:13](=[CH:12][CH:11]=[CH:10][CH:9]=3)[C:14]3[CH:1]=[CH:2][CH:3]=[CH:4][C:5]2=3)=[O:20])[CH:22]=[CH:23][CH:24]=1, predict the reactants needed to synthesize it. The reactants are: [CH:1]1[C:14]2[C:5](=[N:6][CH:7]=[C:8]3[C:13]=2[CH:12]=[CH:11][CH:10]=[CH:9]3)[CH:4]=[CH:3][CH:2]=1.[F:15][C:16]1[CH:17]=[C:18]([CH:22]=[CH:23][CH:24]=1)[C:19](Cl)=[O:20].[NH:25]1[C:33]2[C:28](=[CH:29][CH:30]=[CH:31][CH:32]=2)[CH:27]=[CH:26]1.